Dataset: Catalyst prediction with 721,799 reactions and 888 catalyst types from USPTO. Task: Predict which catalyst facilitates the given reaction. (1) Reactant: [CH:1]1([CH:7]([C:9]2[CH:13]=[CH:12][S:11][CH:10]=2)[OH:8])[CH2:6][CH2:5][CH2:4][CH2:3][CH2:2]1.CCN(CC)CC.[CH3:21][S:22](Cl)(=[O:24])=[O:23]. Product: [CH3:21][S:22]([O:8][CH:7]([CH:1]1[CH2:2][CH2:3][CH2:4][CH2:5][CH2:6]1)[C:9]1[CH:13]=[CH:12][S:11][CH:10]=1)(=[O:24])=[O:23]. The catalyst class is: 2. (2) Reactant: [CH3:1][O:2][CH2:3][CH2:4][N:5]1[C:13]2[C:8](=[CH:9][CH:10]=[CH:11][C:12]=2[CH3:14])[C:7]([C:15]([OH:17])=O)=[CH:6]1.CCN(C(C)C)C(C)C.[CH3:27][O:28][C:29](=[O:53])[CH2:30][O:31][C:32]1[CH:37]=[CH:36][C:35]([CH2:38][NH:39][C:40]([O:42][C:43]([CH3:46])([CH3:45])[CH3:44])=[O:41])=[CH:34][C:33]=1[CH:47]1[CH2:52][CH2:51][NH:50][CH2:49][CH2:48]1.CCN=C=NCCCN(C)C. Product: [CH3:27][O:28][C:29](=[O:53])[CH2:30][O:31][C:32]1[CH:37]=[CH:36][C:35]([CH2:38][NH:39][C:40]([O:42][C:43]([CH3:46])([CH3:44])[CH3:45])=[O:41])=[CH:34][C:33]=1[CH:47]1[CH2:48][CH2:49][N:50]([C:15]([C:7]2[C:8]3[C:13](=[C:12]([CH3:14])[CH:11]=[CH:10][CH:9]=3)[N:5]([CH2:4][CH2:3][O:2][CH3:1])[CH:6]=2)=[O:17])[CH2:51][CH2:52]1. The catalyst class is: 2. (3) Product: [OH:23][C:22]1[C:4]([N+:1]([O-:3])=[O:2])=[C:5]2[S:6][CH2:7][CH2:8][N:9]2[C:20](=[O:19])[CH:21]=1. The catalyst class is: 113. Reactant: [N+:1]([CH:4]=[C:5]1[NH:9][CH2:8][CH2:7][S:6]1)([O-:3])=[O:2].ClC1C=C(Cl)C=C(Cl)C=1[O:19][C:20](=O)[CH2:21][C:22](OC1C(Cl)=CC(Cl)=CC=1Cl)=[O:23]. (4) Product: [Cl:16][C:6]1[C:5]2[C:9](=[CH:10][CH:11]=[CH:12][C:4]=2[N+:1]([O-:3])=[O:2])[NH:8][N:7]=1. The catalyst class is: 6. Reactant: [N+:1]([C:4]1[CH:12]=[CH:11][CH:10]=[C:9]2[C:5]=1[CH:6]=[N:7][NH:8]2)([O-:3])=[O:2].[OH-].[Na+].[O-][Cl:16].[Na+]. (5) Reactant: C(N(CC)CC)C.[B-](F)(F)(F)F.CN(C(ON1C(=O)CCC1=O)=[N+](C)C)C.[CH3:28][O:29][C:30]1[CH:35]=[CH:34][C:33]([C:36]2[CH:41]=[CH:40][N:39]=[C:38]3[NH:42][C:43]([C:45]4[CH:53]=[CH:52][C:48]([C:49]([OH:51])=O)=[CH:47][CH:46]=4)=[N:44][C:37]=23)=[CH:32][CH:31]=1.Cl.[F:55][C@H:56]1[CH2:60][CH2:59][NH:58][CH2:57]1. Product: [F:55][C@H:56]1[CH2:60][CH2:59][N:58]([C:49]([C:48]2[CH:52]=[CH:53][C:45]([C:43]3[NH:42][C:38]4=[N:39][CH:40]=[CH:41][C:36]([C:33]5[CH:32]=[CH:31][C:30]([O:29][CH3:28])=[CH:35][CH:34]=5)=[C:37]4[N:44]=3)=[CH:46][CH:47]=2)=[O:51])[CH2:57]1. The catalyst class is: 3. (6) Reactant: CS(O[CH:6]([C:8]1[CH:9]=[N:10][C:11]([NH:40][C:41]2[CH:42]=[N:43][C:44]([O:48][CH3:49])=[C:45]([F:47])[CH:46]=2)=[C:12]([C:14]2[N:19]=[C:18]([N:20]([CH2:30][C:31]3[CH:36]=[CH:35][C:34]([O:37][CH3:38])=[CH:33][CH:32]=3)[CH2:21][C:22]3[CH:27]=[CH:26][C:25]([O:28][CH3:29])=[CH:24][CH:23]=3)[N:17]=[C:16]([CH3:39])[N:15]=2)[CH:13]=1)[CH3:7])(=O)=O.CC#N.CC1(C)CCCC(C)(C)N1.[CH3:63][C@@H:64]1[NH:69][CH2:68][CH2:67][N:66]([C:70]([O:72][C:73]([CH3:76])([CH3:75])[CH3:74])=[O:71])[CH2:65]1. Product: [CH3:29][O:28][C:25]1[CH:24]=[CH:23][C:22]([CH2:21][N:20]([CH2:30][C:31]2[CH:32]=[CH:33][C:34]([O:37][CH3:38])=[CH:35][CH:36]=2)[C:18]2[N:17]=[C:16]([CH3:39])[N:15]=[C:14]([C:12]3[CH:13]=[C:8]([C@@H:6]([N:69]4[CH2:68][CH2:67][N:66]([C:70]([O:72][C:73]([CH3:76])([CH3:75])[CH3:74])=[O:71])[CH2:65][C@@H:64]4[CH3:63])[CH3:7])[CH:9]=[N:10][C:11]=3[NH:40][C:41]3[CH:42]=[N:43][C:44]([O:48][CH3:49])=[C:45]([F:47])[CH:46]=3)[N:19]=2)=[CH:27][CH:26]=1.[CH3:29][O:28][C:25]1[CH:24]=[CH:23][C:22]([CH2:21][N:20]([CH2:30][C:31]2[CH:32]=[CH:33][C:34]([O:37][CH3:38])=[CH:35][CH:36]=2)[C:18]2[N:17]=[C:16]([CH3:39])[N:15]=[C:14]([C:12]3[CH:13]=[C:8]([C@H:6]([N:69]4[CH2:68][CH2:67][N:66]([C:70]([O:72][C:73]([CH3:76])([CH3:75])[CH3:74])=[O:71])[CH2:65][C@@H:64]4[CH3:63])[CH3:7])[CH:9]=[N:10][C:11]=3[NH:40][C:41]3[CH:42]=[N:43][C:44]([O:48][CH3:49])=[C:45]([F:47])[CH:46]=3)[N:19]=2)=[CH:27][CH:26]=1. The catalyst class is: 232. (7) Reactant: Cl[C:2]1[N:7]=[CH:6][N:5]=[C:4]([NH2:8])[C:3]=1[C:9]1[O:10][CH:11]=[C:12]([CH3:14])[N:13]=1.[NH2:15][C@H:16]([C:19]1[N:28]([CH:29]2[CH2:31][CH2:30]2)[C:27](=[O:32])[C:26]2[C:21](=[CH:22][CH:23]=[CH:24][C:25]=2[Cl:33])[N:20]=1)[CH2:17][CH3:18].CCN(C(C)C)C(C)C.CCOC(C)=O. Product: [NH2:8][C:4]1[N:5]=[CH:6][N:7]=[C:2]([NH:15][C@H:16]([C:19]2[N:28]([CH:29]3[CH2:30][CH2:31]3)[C:27](=[O:32])[C:26]3[C:21](=[CH:22][CH:23]=[CH:24][C:25]=3[Cl:33])[N:20]=2)[CH2:17][CH3:18])[C:3]=1[C:9]1[O:10][CH:11]=[C:12]([CH3:14])[N:13]=1. The catalyst class is: 114. (8) Reactant: C([N-]C(C)C)(C)C.[Li+].[F:9][C:10]([F:29])([F:28])[C:11]1[CH:12]=[C:13]([C:17]2[CH:26]=[CH:25][CH:24]=[C:23]3[C:18]=2[CH2:19][CH2:20][CH2:21][C:22]3=[O:27])[CH:14]=[CH:15][CH:16]=1.Br[CH2:31][C:32]1[CH:41]=[CH:40][C:35]([C:36]([O:38][CH3:39])=[O:37])=[CH:34][CH:33]=1. Product: [O:27]=[C:22]1[C:23]2[C:18](=[C:17]([C:13]3[CH:14]=[CH:15][CH:16]=[C:11]([C:10]([F:28])([F:29])[F:9])[CH:12]=3)[CH:26]=[CH:25][CH:24]=2)[CH2:19][CH2:20][CH:21]1[CH2:31][C:32]1[CH:41]=[CH:40][C:35]([C:36]([O:38][CH3:39])=[O:37])=[CH:34][CH:33]=1. The catalyst class is: 1.